From a dataset of Peptide-MHC class II binding affinity with 134,281 pairs from IEDB. Regression. Given a peptide amino acid sequence and an MHC pseudo amino acid sequence, predict their binding affinity value. This is MHC class II binding data. (1) The peptide sequence is VYGIFYATSFLDLYR. The MHC is HLA-DQA10301-DQB10302 with pseudo-sequence HLA-DQA10301-DQB10302. The binding affinity (normalized) is 0.386. (2) The peptide sequence is AASLLDEDMDALEEA. The MHC is HLA-DPA10201-DPB10101 with pseudo-sequence HLA-DPA10201-DPB10101. The binding affinity (normalized) is 0.256. (3) The peptide sequence is GGLQIVDKIDAAFKI. The MHC is DRB1_0101 with pseudo-sequence DRB1_0101. The binding affinity (normalized) is 0.576. (4) The peptide sequence is INEPTAAAIAYGLDC. The MHC is HLA-DQA10401-DQB10402 with pseudo-sequence HLA-DQA10401-DQB10402. The binding affinity (normalized) is 0.569. (5) The peptide sequence is VVKVQRPTPKGTVMDII. The MHC is DRB1_0405 with pseudo-sequence DRB1_0405. The binding affinity (normalized) is 0. (6) The peptide sequence is VSTIVPYIGPALNIV. The MHC is HLA-DPA10301-DPB10402 with pseudo-sequence HLA-DPA10301-DPB10402. The binding affinity (normalized) is 0.415. (7) The peptide sequence is DFDGRSEFAYGSFVR. The MHC is HLA-DPA10201-DPB10101 with pseudo-sequence HLA-DPA10201-DPB10101. The binding affinity (normalized) is 0.362. (8) The peptide sequence is GLVVAMTFFEQVRRL. The MHC is DRB1_1501 with pseudo-sequence DRB1_1501. The binding affinity (normalized) is 0.356.